This data is from Catalyst prediction with 721,799 reactions and 888 catalyst types from USPTO. The task is: Predict which catalyst facilitates the given reaction. (1) Reactant: [C:1]([C:3]1[CH:4]=[C:5]([CH:10]=[CH:11][C:12]=1[CH2:13][CH3:14])[C:6]([O:8]C)=[O:7])#[N:2].[OH-].[Na+]. Product: [C:1]([C:3]1[CH:4]=[C:5]([CH:10]=[CH:11][C:12]=1[CH2:13][CH3:14])[C:6]([OH:8])=[O:7])#[N:2]. The catalyst class is: 24. (2) Reactant: C([O:4][CH2:5][C@@H:6]([N:12]([CH3:35])[C:13]([C:15]1[CH:16]=[C:17]2[C:25](=[CH:26][CH:27]=1)[N:24]([CH3:28])[C:23]1[CH2:22][CH2:21][CH:20]([CH:29]3[CH2:34][CH2:33][O:32][CH2:31][CH2:30]3)[CH2:19][C:18]2=1)=[O:14])[CH2:7][CH2:8][C:9](O)=[O:10])(=O)C.Cl.[F:37][CH2:38][CH2:39][NH2:40].F[P-](F)(F)(F)(F)F.N1(OC(N(C)C)=[N+](C)C)C2N=CC=CC=2N=N1.C(N(CC)C(C)C)(C)C.C[O-].[Na+]. Product: [F:37][CH2:38][CH2:39][NH:40][C:9](=[O:10])[CH2:8][CH2:7][C@H:6]([N:12]([CH3:35])[C:13]([C:15]1[CH:16]=[C:17]2[C:25](=[CH:26][CH:27]=1)[N:24]([CH3:28])[C:23]1[CH2:22][CH2:21][C@@H:20]([CH:29]3[CH2:30][CH2:31][O:32][CH2:33][CH2:34]3)[CH2:19][C:18]2=1)=[O:14])[CH2:5][OH:4]. The catalyst class is: 3.